From a dataset of Catalyst prediction with 721,799 reactions and 888 catalyst types from USPTO. Predict which catalyst facilitates the given reaction. (1) Reactant: [CH3:1][C@@:2]12[C:10](=[O:11])[CH2:9][CH2:8][C@H:7]1[C@@H:6]1[CH2:12][CH:13]=[C:14]3[CH2:19][C@@H:18](O)[CH2:17][CH2:16][C@:15]3([CH3:21])[C@H:5]1[CH2:4][CH2:3]2.N1C(C)=CC=[CH:24][C:23]=1[CH3:29].[O:30]([Si:38](C(C)C)([CH:42]([CH3:44])[CH3:43])[CH:39]([CH3:41])[CH3:40])S(C(F)(F)F)(=O)=O. Product: [CH:39]([Si:38]([CH:42]([CH3:44])[CH3:43])=[O:30])([CH3:41])[CH3:40].[CH:23]([C@@H:18]1[CH2:19][C:14]2[C@@:15]([CH3:21])([C@@H:5]3[C@@H:6]([CH2:12][CH:13]=2)[C@H:7]2[C@@:2]([CH3:1])([C:10](=[O:11])[CH2:9][CH2:8]2)[CH2:3][CH2:4]3)[CH2:16][CH2:17]1)([CH3:29])[CH3:24]. The catalyst class is: 4. (2) Product: [C:31]([N:34]1[CH2:35][CH2:36][CH:37]([N:40]([C@H:54]2[CH2:59][CH2:58][C@H:57]([CH3:60])[CH2:56][CH2:55]2)[C:41](=[O:53])[NH:42][C:43]2[S:44][C:45]([S:48][CH2:49][C:50]([OH:52])=[O:51])=[CH:46][N:47]=2)[CH2:38][CH2:39]1)(=[O:33])[CH3:32].[C:31]([N:34]1[CH2:39][CH2:38][CH:37]([N:40]([C@H:54]2[CH2:59][CH2:58][C@H:57]([CH3:60])[CH2:56][CH2:55]2)[C:41]([NH:42][C:43]2[S:44][C:45]([S:48][CH2:49][C:50](=[O:52])[N:12]3[CH2:13][CH2:14][CH2:9][CH2:10][CH2:11]3)=[CH:46][N:47]=2)=[O:53])[CH2:36][CH2:35]1)(=[O:33])[CH3:32]. The catalyst class is: 3. Reactant: C[C@H]1CC[C@H](N[CH:9]2[CH2:14][CH2:13][N:12](C(=O)C)[CH2:11][CH2:10]2)CC1.C(OC(=O)CSC1SC(N)=NC=1)C.[C:31]([N:34]1[CH2:39][CH2:38][CH:37]([N:40]([C@H:54]2[CH2:59][CH2:58][C@H:57]([CH3:60])[CH2:56][CH2:55]2)[C:41](=[O:53])[NH:42][C:43]2[S:44][C:45]([S:48][CH2:49][C:50]([OH:52])=[O:51])=[CH:46][N:47]=2)[CH2:36][CH2:35]1)(=[O:33])[CH3:32].C1C=C2C(N(O)N=NC2=CC=1)=O.CCN=C=NCCCN(C)C.N1CCCCC1.C(N(C(C)C)CC)(C)C. (3) Reactant: F[P-](F)(F)(F)(F)F.[CH3:8][N+:9]1[CH:14]=[CH:13][CH:12]=[CH:11][C:10]=1[CH2:15][C:16]([C:18]1[CH:23]=[CH:22][C:21]([CH3:24])=[CH:20][CH:19]=1)=[O:17].[Na+].[I-:26]. Product: [I-:26].[CH3:8][N+:9]1[CH:14]=[CH:13][CH:12]=[CH:11][C:10]=1[CH2:15][C:16]([C:18]1[CH:19]=[CH:20][C:21]([CH3:24])=[CH:22][CH:23]=1)=[O:17]. The catalyst class is: 21. (4) Reactant: [Si:1]([O:8][CH2:9][C@@H:10]([NH:15][C:16]([C:18]1[N:19]=[C:20]([N:23]2[CH2:26][CH:25]([OH:27])[CH2:24]2)[S:21][CH:22]=1)=[O:17])[CH2:11][CH:12]([CH3:14])[CH3:13])([C:4]([CH3:7])([CH3:6])[CH3:5])([CH3:3])[CH3:2].[CH3:28][S:29](Cl)(=[O:31])=[O:30].C(N(CC)CC)C. Product: [Si:1]([O:8][CH2:9][C@@H:10]([NH:15][C:16]([C:18]1[N:19]=[C:20]([N:23]2[CH2:24][CH:25]([O:27][S:29]([CH3:28])(=[O:31])=[O:30])[CH2:26]2)[S:21][CH:22]=1)=[O:17])[CH2:11][CH:12]([CH3:14])[CH3:13])([C:4]([CH3:6])([CH3:7])[CH3:5])([CH3:2])[CH3:3]. The catalyst class is: 2. (5) Reactant: S(O)(O)(=O)=O.[NH2:6][C@H:7]([CH2:9][C:10]1[CH:15]=[CH:14][CH:13]=[CH:12][CH:11]=1)[CH3:8].N[C@H](CC1C=CC=CC=1)C.[OH:26][CH:27]1[C@H:32]([NH:33][C:34](=[O:37])[CH2:35][CH3:36])[C@@H:31]([O:38][C@H:39]([CH3:43])[C:40](O)=[O:41])[C@H:30]([OH:44])[CH:29]([CH2:45][OH:46])[O:28]1.CN(C(ON1N=NC2C=CC=NC1=2)=[N+](C)C)C.F[P-](F)(F)(F)(F)F.C(N(C(C)C)CC)(C)C. Product: [OH:26][CH:27]1[C@H:32]([NH:33][C:34](=[O:37])[CH2:35][CH3:36])[C@@H:31]([O:38][C@H:39]([CH3:43])[C:40]([NH:6][C@@H:7]([CH3:8])[CH2:9][C:10]2[CH:15]=[CH:14][CH:13]=[CH:12][CH:11]=2)=[O:41])[C@H:30]([OH:44])[CH:29]([CH2:45][OH:46])[O:28]1. The catalyst class is: 2.